This data is from Experimentally validated miRNA-target interactions with 360,000+ pairs, plus equal number of negative samples. The task is: Binary Classification. Given a miRNA mature sequence and a target amino acid sequence, predict their likelihood of interaction. (1) The miRNA is mmu-miR-1896 with sequence CUCUCUGAUGGUGGGUGAGGAG. The protein sequence of the target gene is MAVPGPTARAGARPRLDLQLVQRFVRIQKVFFPSWSSQNVLMFMTLLCVTLLEQLVIYQVGLIPSQYYGVLGNKDLDGFKALTLLAVTLIVLNSTLKSFDQFTCNLLYVSWRKDLTEHLHHLYFRARVYYTLNVLRDDIDNPDQRISQDVERFCRQLSSVTSKLIISPFTLTYYTYQCFQSTGWLGPVSIFGYFIVGTMVNKTLMGPIVTKLVQQEKLEGDFRFKHMQIRVNAEPAAFYRAGLVEHMRTDRRLQRLLQTQRELMSRELWLYIGINTFDYLGSILSYVVIAIPIFSGVYGD.... Result: 1 (interaction). (2) The miRNA is mmu-miR-9-5p with sequence UCUUUGGUUAUCUAGCUGUAUGA. The protein sequence of the target gene is MRALAQRSDRRLLLLVVLSVMILETVTNQDLPVIKCVLISHENNGSSAGKPSSYRMVRGSPEDLQCTPRRQSEGTVYEAATVEVAESGSITLQVQLATPGDLSCLWVFKHSSLGCQPHFDLQNRGIVSMAILNVTETQAGEYLLHIQSEAANYTVLFTVNVRDTQLYVLRRPYFRKMENQDALLCISEGVPEPTVEWVLCSSHRESCKEEGPAVVRKEEKVLHELFGTDIRCCARNALGRESTKLFTIDLNQAPQSTLPQLFLKVGEPLWIRCKAIHVNHGFGLTWELEDKALEEGSYFE.... Result: 1 (interaction). (3) The miRNA is gga-miR-1764-3p with sequence AGCUGCUUGUUGGCUGGGGAG. The protein sequence of the target gene is MMCEVMPTISEDGRRGSALGPDEAGGELERLMVTMLTERERLLETLREAQDGLATAQLRLRELGHEKDSLQRQLSIALPQEFAALTKELNLCREQLLEREEEIAELKAERNNTRLLLEHLECLVSRHERSLRMTVVKRQAQSPGGVSSEVEVLKALKSLFEHHKALDEKVRERLRMALERVAVLEEELELSNQETLNLREQLSRRRSGLEEPGKDGDGQTLANGLGPGGDSNRRTAELEEALERQRAEVCQLRERLAVLCRQMSQLEEELGTAHRELGKAEEANSKLQRDLKEALAQRED.... Result: 0 (no interaction). (4) Result: 0 (no interaction). The protein sequence of the target gene is MAEVPEDYDSGPDEDGELEPERPELPGLHKLYENAEPDTMAKADSKLPAEIYQEPQPETEEEDFKEGEPDSAKNVQLKPGGTSQEGIAKESKRDVPSETEPGIHQEVKSETSREMGEFFKDLEAPMDETHKESDLEPPEEAKPNVTEDVFLESAMETDPDPVPPTETMSEVSGATVRERNLELLEEETEPGVPEESLRVQHEETGLEPPEQTKQDFPSEKLGESLEETDLQPPKMTKPETPEETQRESTEKKRTEPPEQARLEFLEKEPRKSSEEAGLEPPEETQPEVPEEMQRKATEEK.... The miRNA is hsa-miR-6753-5p with sequence CACCAGGGCAGAGCAGGGCUGA. (5) The miRNA is hsa-miR-129-2-3p with sequence AAGCCCUUACCCCAAAAAGCAU. The protein sequence of the target gene is MFYVIGGIIVSVVAFFFTIKFLFELAARVVSFLQNEDRERRGDRTIYDYVRGNYLDPRSCKVSWDWKDPYEVGHSMAFRVHLFYKNGQPFPAHRPVGLRVHISHVELAVDIPVTQEVLQEPNSNVVKVAFTVRKAGRYEITVKLGGLNVAYSPYYKIFQPGMVVPSKTKIVCHFSTLVLTCGQPHTLQIVPRDEYDNPTNNSMSLRDEHSYSLAIHELGPQEEENNEVSFEKSVTSNRQTCQVFLRLTLHSRGCFHACISYQNQPINNGEFDIIVLSENEKNIVERNVSTSGVSIYFEAY.... Result: 0 (no interaction).